Dataset: hERG Central: cardiac toxicity at 1µM, 10µM, and general inhibition. Task: Predict hERG channel inhibition at various concentrations. (1) The drug is CCn1c(-c2ccc(N(C)C)cc2)nc2ccccc21. Results: hERG_inhib (hERG inhibition (general)): blocker. (2) The drug is CN1CCN(c2ccccc2NC(=O)c2ccc(-c3ccccc3[N+](=O)[O-])o2)CC1. Results: hERG_inhib (hERG inhibition (general)): blocker. (3) The drug is CCOc1cccc(CN2CCC(n3nccc3NC(=O)C3CCCC3)CC2)c1. Results: hERG_inhib (hERG inhibition (general)): blocker. (4) The compound is COc1cccc(CN2CCc3ccc(NC(=O)CCc4ccc(C)cc4)cc3C2)c1O. Results: hERG_inhib (hERG inhibition (general)): blocker. (5) The molecule is Cc1ccc(C)c(OCCC(=O)OCC(=O)c2c(N)n(C)c(=O)n(C)c2=O)c1. Results: hERG_inhib (hERG inhibition (general)): blocker. (6) The compound is CC1(OC(=O)CCc2ccccc2)C(=O)C=C2C=C(c3ccc(C#N)cc3)N(C3CC3)C=C2C1=O. Results: hERG_inhib (hERG inhibition (general)): blocker. (7) The drug is CCn1cc(C(=O)NCC(C)C)c(=O)c2cc(F)c(N3CCN(C(=O)c4ccco4)CC3)cc21. Results: hERG_inhib (hERG inhibition (general)): blocker. (8) The molecule is CCCSc1nnc2n(C)c(=O)c3c4c(sc3n12)CCC4. Results: hERG_inhib (hERG inhibition (general)): blocker.